Dataset: Full USPTO retrosynthesis dataset with 1.9M reactions from patents (1976-2016). Task: Predict the reactants needed to synthesize the given product. (1) Given the product [O:3]=[C:4]1[NH:23][CH:21]=[N:11][C:10]2[S:9][C:8]3[CH2:12][CH:13]([C:16]([O:18][CH2:19][CH3:20])=[O:17])[CH2:14][CH2:15][C:7]=3[C:6]1=2, predict the reactants needed to synthesize it. The reactants are: C([O:3][C:4]([C:6]1[C:7]2[CH2:15][CH2:14][CH:13]([C:16]([O:18][CH2:19][CH3:20])=[O:17])[CH2:12][C:8]=2[S:9][C:10]=1[NH2:11])=O)C.[CH:21]([NH2:23])=O. (2) The reactants are: C(=O)([O-])[O-].[Cs+].[Cs+].C1C=CC(P(C2C(C3C(P(C4C=CC=CC=4)C4C=CC=CC=4)=CC=C4C=3C=CC=C4)=C3C(C=CC=C3)=CC=2)C2C=CC=CC=2)=CC=1.[O:53]1[CH2:56][CH:55]([N:57]2[CH2:62][CH2:61][NH:60][CH2:59][CH2:58]2)[CH2:54]1.Br[C:64]1[C:65]([Cl:90])=[C:66]([N:73]([CH2:81][C:82]2[CH:87]=[CH:86][C:85]([O:88][CH3:89])=[CH:84][CH:83]=2)[C:74](=[O:80])[O:75][C:76]([CH3:79])([CH3:78])[CH3:77])[CH:67]=[C:68]([CH:70]([F:72])[F:71])[CH:69]=1.C1(C)C=CC=CC=1. Given the product [Cl:90][C:65]1[C:64]([N:60]2[CH2:61][CH2:62][N:57]([CH:55]3[CH2:56][O:53][CH2:54]3)[CH2:58][CH2:59]2)=[CH:69][C:68]([CH:70]([F:72])[F:71])=[CH:67][C:66]=1[N:73]([CH2:81][C:82]1[CH:83]=[CH:84][C:85]([O:88][CH3:89])=[CH:86][CH:87]=1)[C:74](=[O:80])[O:75][C:76]([CH3:79])([CH3:78])[CH3:77], predict the reactants needed to synthesize it. (3) The reactants are: BrBr.[O:3]([C:10]1[CH:15]=[CH:14][C:13]([NH:16][C:17]([N:19]2[C:23]([NH2:24])=[N:22][C:21]([NH:25][C:26]3[CH:31]=[CH:30][C:29]([S:32](=[O:35])(=[O:34])[NH2:33])=[CH:28][CH:27]=3)=[N:20]2)=[S:18])=[CH:12][CH:11]=1)[C:4]1[CH:9]=[CH:8][CH:7]=[CH:6][CH:5]=1. Given the product [NH2:24][C:23]1[N:19]([C:17]2[S:18][C:12]3[CH:11]=[C:10]([O:3][C:4]4[CH:5]=[CH:6][CH:7]=[CH:8][CH:9]=4)[CH:15]=[CH:14][C:13]=3[N:16]=2)[N:20]=[C:21]([NH:25][C:26]2[CH:31]=[CH:30][C:29]([S:32]([NH2:33])(=[O:34])=[O:35])=[CH:28][CH:27]=2)[N:22]=1, predict the reactants needed to synthesize it. (4) Given the product [Br:1][C:2]1[CH:3]=[C:4]2[C:9](=[CH:10][CH:11]=1)[CH2:8][C:7]1([C:25](=[O:26])[N:15]([CH3:14])[C:21](=[O:20])[NH:22]1)[CH2:6][CH2:5]2, predict the reactants needed to synthesize it. The reactants are: [Br:1][C:2]1[CH:3]=[C:4]2[C:9](=[CH:10][CH:11]=1)[CH2:8][C:7](=O)[CH2:6][CH2:5]2.Cl.[CH3:14][NH2:15].[C-]#N.[K+].Cl.[O-:20][C:21]#[N:22].[K+].C[CH2:25][OH:26].